Dataset: Reaction yield outcomes from USPTO patents with 853,638 reactions. Task: Predict the reaction yield, written as a fraction of the theoretical maximum amount of product (1.0 means a 100% yield; for example, 0.34 means a 34% yield). (1) The reactants are [NH2:1][C:2]1[CH:7]=[CH:6][CH:5]=[CH:4][C:3]=1[SH:8].[C:9]([CH2:11][C:12]([O:14][CH2:15][CH3:16])=[O:13])#N. No catalyst specified. The product is [S:8]1[C:3]2[CH:4]=[CH:5][CH:6]=[CH:7][C:2]=2[N:1]=[C:9]1[CH2:11][C:12]([O:14][CH2:15][CH3:16])=[O:13]. The yield is 0.720. (2) The reactants are [Cl:1][C:2]1[CH:11]=[C:10]([C:12]#[N:13])[C:5]([C:6]([O:8][CH3:9])=[O:7])=[C:4]([NH:14][C:15]2[CH:20]=[CH:19][CH:18]=[C:17](SC)[CH:16]=2)[N:3]=1.Cl[C:24]1C=C(C=CC=1)C(OO)=O.[O-:34][S:35]([O-:38])(=S)=O.[Na+].[Na+]. The catalyst is CN(C=O)C. The product is [Cl:1][C:2]1[CH:11]=[C:10]([C:12]#[N:13])[C:5]([C:6]([O:8][CH3:9])=[O:7])=[C:4]([NH:14][C:15]2[CH:20]=[CH:19][CH:18]=[C:17]([S:35]([CH3:24])(=[O:38])=[O:34])[CH:16]=2)[N:3]=1. The yield is 0.500. (3) The reactants are [CH3:1][C:2]1[CH:11]=[CH:10][C:9]2[C:4](=[CH:5][CH:6]=[C:7]3[O:15][CH2:14][CH:13]([CH2:16][OH:17])[O:12][C:8]3=2)[N:3]=1.[S:18](Cl)([C:21]1[CH:27]=[CH:26][C:24]([CH3:25])=[CH:23][CH:22]=1)(=[O:20])=[O:19].C(N(CC)CC)C.C(Cl)(Cl)Cl. The catalyst is C(Cl)Cl.O. The product is [CH3:25][C:24]1[CH:26]=[CH:27][C:21]([S:18]([O:17][CH2:16][CH:13]2[O:12][C:8]3=[C:9]4[C:4](=[CH:5][CH:6]=[C:7]3[O:15][CH2:14]2)[N:3]=[C:2]([CH3:1])[CH:11]=[CH:10]4)(=[O:20])=[O:19])=[CH:22][CH:23]=1. The yield is 0.880. (4) The reactants are Cl.[NH:2]1[CH2:5][CH:4]([C:6]2[C:11]([C:12]3[CH:17]=[CH:16][CH:15]=[C:14]([O:18][CH3:19])[CH:13]=3)=[N:10][CH:9]=[CH:8][N:7]=2)[CH2:3]1.Cl[C:21]1[CH:30]=[CH:29][C:28]2[C:23](=[CH:24][CH:25]=[CH:26][CH:27]=2)[N:22]=1.[C:31]([O-])([O-])=O.[Cs+].[Cs+]. The catalyst is CN(C=O)C.O. The product is [CH3:19][O:18][C:14]1[CH:13]=[C:12]([C:11]2[C:6]([CH:4]3[CH2:5][N:2]([C:21]4[CH:30]=[CH:29][C:28]5[C:23](=[C:24]([CH3:31])[CH:25]=[CH:26][CH:27]=5)[N:22]=4)[CH2:3]3)=[N:7][CH:8]=[CH:9][N:10]=2)[CH:17]=[CH:16][CH:15]=1. The yield is 0.634.